This data is from Forward reaction prediction with 1.9M reactions from USPTO patents (1976-2016). The task is: Predict the product of the given reaction. (1) Given the reactants [CH:1]1([CH2:4][O:5][C:6]2[CH:7]=[C:8]([CH:13]=[CH:14][C:15]=2[O:16][S:17]([CH2:20][CH2:21][N:22]([CH3:24])[CH3:23])(=[O:19])=[O:18])[C:9]([O:11]C)=[O:10])[CH2:3][CH2:2]1.[Li+].[OH-].Cl, predict the reaction product. The product is: [CH:1]1([CH2:4][O:5][C:6]2[CH:7]=[C:8]([CH:13]=[CH:14][C:15]=2[O:16][S:17]([CH2:20][CH2:21][N:22]([CH3:24])[CH3:23])(=[O:19])=[O:18])[C:9]([OH:11])=[O:10])[CH2:3][CH2:2]1. (2) Given the reactants [C:1]([O:5][C:6]([N:8]1[CH2:12][CH2:11][C@H:10]([NH:13][C:14]2[CH:19]=[CH:18][C:17]([NH:20][C:21]([C:23]3[N:24]=[C:25]([C:32]4[CH:37]=[CH:36][CH:35]=[CH:34][C:33]=4[O:38][C:39]([F:42])([F:41])[F:40])[O:26][C:27]=3[C:28]([F:31])([F:30])[F:29])=[O:22])=[CH:16][N:15]=2)[CH2:9]1)=[O:7])(C)(C)[CH3:2].FC(F)(F)C(O)=O.ClC(OCC)=O.C(N(CC)CC)C, predict the reaction product. The product is: [CH2:1]([O:5][C:6]([N:8]1[CH2:12][CH2:11][C@H:10]([NH:13][C:14]2[CH:19]=[CH:18][C:17]([NH:20][C:21]([C:23]3[N:24]=[C:25]([C:32]4[CH:37]=[CH:36][CH:35]=[CH:34][C:33]=4[O:38][C:39]([F:42])([F:41])[F:40])[O:26][C:27]=3[C:28]([F:29])([F:30])[F:31])=[O:22])=[CH:16][N:15]=2)[CH2:9]1)=[O:7])[CH3:2]. (3) The product is: [Br:27][C:26]1[C:22]([NH:12][S:9]([C:3]2[CH:4]=[CH:5][CH:6]=[CH:7][CH:8]=2)(=[O:11])=[O:10])=[N:23][O:24][C:25]=1[CH3:28]. Given the reactants [OH-].[Na+].[C:3]1([S:9]([N:12]([C:22]2[C:26]([Br:27])=[C:25]([CH3:28])[O:24][N:23]=2)S(C2C=CC=CC=2)(=O)=O)(=[O:11])=[O:10])[CH:8]=[CH:7][CH:6]=[CH:5][CH:4]=1, predict the reaction product. (4) Given the reactants [Si:1]([O:8]S(C(F)(F)F)(=O)=O)([C:4]([CH3:7])([CH3:6])[CH3:5])([CH3:3])[CH3:2].[Br:16][C:17]1[CH:22]=[CH:21][C:20]([CH:23](O)[CH2:24][CH2:25][CH2:26][CH2:27][CH3:28])=[CH:19][CH:18]=1.N1C(C)=CC=CC=1C.C(=O)(O)[O-].[Na+], predict the reaction product. The product is: [Br:16][C:17]1[CH:22]=[CH:21][C:20]([CH:23]([O:8][Si:1]([C:4]([CH3:7])([CH3:6])[CH3:5])([CH3:3])[CH3:2])[CH2:24][CH2:25][CH2:26][CH2:27][CH3:28])=[CH:19][CH:18]=1.